Predict the reactants needed to synthesize the given product. From a dataset of Full USPTO retrosynthesis dataset with 1.9M reactions from patents (1976-2016). (1) The reactants are: Cl.[Cl:2][C:3]1[N:4]([CH2:12]Cl)[N:5]=[C:6]2[C:11]=1[CH:10]=[CH:9][CH:8]=[CH:7]2.[CH3:14][C:15]1[N:20]=[C:19]([SH:21])[N:18]=[C:17]([OH:22])[CH:16]=1. Given the product [Cl:2][C:3]1[N:4]([CH2:12][S:21][C:19]2[N:18]=[C:17]([OH:22])[CH:16]=[C:15]([CH3:14])[N:20]=2)[N:5]=[C:6]2[C:11]=1[CH:10]=[CH:9][CH:8]=[CH:7]2, predict the reactants needed to synthesize it. (2) Given the product [CH2:1]([O:8][C:9]1[CH:14]=[CH:13][C:12]([C:15]2[CH:24]=[C:23]3[C:18]([CH2:19][CH2:20][CH2:21][N:22]3[C:29]([O:31][C:32]([CH3:35])([CH3:34])[CH3:33])=[O:30])=[CH:17][CH:16]=2)=[N:11][C:10]=1[C:25]([O:27][CH3:28])=[O:26])[C:2]1[CH:7]=[CH:6][CH:5]=[CH:4][CH:3]=1, predict the reactants needed to synthesize it. The reactants are: [CH2:1]([O:8][C:9]1[C:10]([C:25]([O:27][CH3:28])=[O:26])=[N:11][C:12]([C:15]2[CH:24]=[C:23]3[C:18]([CH2:19][CH2:20][CH2:21][NH:22]3)=[CH:17][CH:16]=2)=[CH:13][CH:14]=1)[C:2]1[CH:7]=[CH:6][CH:5]=[CH:4][CH:3]=1.[C:29](O[C:29]([O:31][C:32]([CH3:35])([CH3:34])[CH3:33])=[O:30])([O:31][C:32]([CH3:35])([CH3:34])[CH3:33])=[O:30]. (3) Given the product [CH3:28][O:27][C:23](=[O:26])[CH2:24][CH2:25][N:7]1[C:6]2[CH:15]=[C:2]([Cl:1])[CH:3]=[C:4]([Cl:16])[C:5]=2[O:10][C@H:9]([CH:11]([CH3:12])[CH3:13])[C:8]1=[O:14], predict the reactants needed to synthesize it. The reactants are: [Cl:1][C:2]1[CH:3]=[C:4]([Cl:16])[C:5]2[O:10][C@H:9]([CH:11]([CH3:13])[CH3:12])[C:8](=[O:14])[NH:7][C:6]=2[CH:15]=1.C(=O)([O-])[O-].[K+].[K+].[C:23]([O:27][CH3:28])(=[O:26])[CH:24]=[CH2:25].C(O)(=O)CC(CC(O)=O)(C(O)=O)O.